From a dataset of Reaction yield outcomes from USPTO patents with 853,638 reactions. Predict the reaction yield, written as a fraction of the theoretical maximum amount of product (1.0 means a 100% yield; for example, 0.34 means a 34% yield). (1) The reactants are P([O-])([O-])([O-])=O.[K+].[K+].[K+].I[C:10]1[CH:11]=[CH:12][C:13]([N:16]2[CH:20]=[CH:19][C:18]([CH:21]([C:23]3[CH:40]=[CH:39][C:26]4[N:27]([CH2:31][O:32][CH2:33][CH2:34][Si:35]([CH3:38])([CH3:37])[CH3:36])[C:28](=[O:30])[S:29][C:25]=4[CH:24]=3)[CH3:22])=[N:17]2)=[N:14][CH:15]=1.[NH:41]1[CH2:46][CH2:45][O:44][CH:43]([CH2:47][OH:48])[CH2:42]1. The catalyst is CN(C)C=O.[Cu]Br. The product is [OH:48][CH2:47][CH:43]1[O:44][CH2:45][CH2:46][N:41]([C:10]2[CH:11]=[CH:12][C:13]([N:16]3[CH:20]=[CH:19][C:18]([CH:21]([C:23]4[CH:40]=[CH:39][C:26]5[N:27]([CH2:31][O:32][CH2:33][CH2:34][Si:35]([CH3:38])([CH3:37])[CH3:36])[C:28](=[O:30])[S:29][C:25]=5[CH:24]=4)[CH3:22])=[N:17]3)=[N:14][CH:15]=2)[CH2:42]1. The yield is 0.200. (2) The reactants are [NH2:1][C:2]1[CH:3]=[N:4][CH:5]=[CH:6][CH:7]=1.C(N(CC)CC)C.Cl.[N:16]1([CH2:22][CH2:23][C:24]2[N:28]3[CH:29]=[CH:30][CH:31]=[CH:32][C:27]3=[C:26]([C:33](Cl)=[O:34])[N:25]=2)[CH2:21][CH2:20][O:19][CH2:18][CH2:17]1. The catalyst is C(Cl)Cl. The product is [N:4]1[CH:5]=[CH:6][CH:7]=[C:2]([NH:1][C:33]([C:26]2[N:25]=[C:24]([CH2:23][CH2:22][N:16]3[CH2:17][CH2:18][O:19][CH2:20][CH2:21]3)[N:28]3[CH:29]=[CH:30][CH:31]=[CH:32][C:27]=23)=[O:34])[CH:3]=1. The yield is 0.320. (3) The reactants are [Li]CCCC.[CH3:6][N:7]([CH3:19])[C:8]1[N:9](S(N(C)C)(=O)=O)[CH:10]=[CH:11][N:12]=1.CN([CH:23]=[O:24])C.[NH4+].[Cl-].Cl.C([O-])(O)=O.[Na+]. The catalyst is C1COCC1. The product is [CH3:6][N:7]([CH3:19])[C:8]1[NH:9][C:10]([CH:23]=[O:24])=[CH:11][N:12]=1. The yield is 0.230. (4) The reactants are F[C:2]1[CH:3]=[N:4][C:5]2[C:10]([N:11]=1)=[C:9]([C:12]1[NH:20][C:19]3[CH2:18][CH2:17][NH:16][C:15](=[O:21])[C:14]=3[CH:13]=1)[CH:8]=[CH:7][CH:6]=2.[CH2:22]([NH:24][C:25]([CH3:28])([CH3:27])[CH3:26])[CH3:23]. No catalyst specified. The product is [C:25]([N:24]([CH2:22][CH3:23])[C:2]1[CH:3]=[N:4][C:5]2[C:10]([N:11]=1)=[C:9]([C:12]1[NH:20][C:19]3[CH2:18][CH2:17][NH:16][C:15](=[O:21])[C:14]=3[CH:13]=1)[CH:8]=[CH:7][CH:6]=2)([CH3:28])([CH3:27])[CH3:26]. The yield is 0.160.